From a dataset of Peptide-MHC class I binding affinity with 185,985 pairs from IEDB/IMGT. Regression. Given a peptide amino acid sequence and an MHC pseudo amino acid sequence, predict their binding affinity value. This is MHC class I binding data. The peptide sequence is NSINNQLMY. The MHC is HLA-A68:01 with pseudo-sequence HLA-A68:01. The binding affinity (normalized) is 0.571.